From a dataset of Reaction yield outcomes from USPTO patents with 853,638 reactions. Predict the reaction yield, written as a fraction of the theoretical maximum amount of product (1.0 means a 100% yield; for example, 0.34 means a 34% yield). (1) The reactants are [Cl:1][C:2]1[CH:7]=[CH:6][CH:5]=[C:4]([Cl:8])[C:3]=1[CH2:9][C:10](Cl)=[O:11].[Cl:13][C:14]1[C:19]([NH2:20])=[C:18]([Cl:21])[N:17]=[CH:16][N:15]=1. No catalyst specified. The product is [Cl:1][C:2]1[CH:7]=[CH:6][CH:5]=[C:4]([Cl:8])[C:3]=1[CH2:9][C:10]([NH:20][C:19]1[C:14]([Cl:13])=[N:15][CH:16]=[N:17][C:18]=1[Cl:21])=[O:11]. The yield is 0.840. (2) The reactants are [N:1]1[C:6]([CH2:7][NH:8][C:9](=[O:15])[O:10][C:11]([CH3:14])([CH3:13])[CH3:12])=[CH:5][N:4]=[C:3]2[NH:16][CH:17]=[CH:18][C:2]=12.C1C(=O)N([Br:26])C(=O)C1. The catalyst is CN(C=O)C. The product is [Br:26][C:18]1[C:2]2[C:3](=[N:4][CH:5]=[C:6]([CH2:7][NH:8][C:9](=[O:15])[O:10][C:11]([CH3:14])([CH3:13])[CH3:12])[N:1]=2)[NH:16][CH:17]=1. The yield is 0.980. (3) The reactants are [Cl:1][CH2:2][CH2:3][CH2:4][S:5]([O:8][CH2:9][C:10]([CH3:25])([CH3:24])[CH:11]([O:14][CH2:15][C:16]1[CH:21]=[CH:20][C:19]([O:22][CH3:23])=[CH:18][CH:17]=1)[CH:12]=[O:13])(=[O:7])=[O:6].CC(C)=[O:28]. No catalyst specified. The product is [Cl:1][CH2:2][CH2:3][CH2:4][S:5]([O:8][CH2:9][C:10]([CH3:25])([CH3:24])[CH:11]([O:14][CH2:15][C:16]1[CH:21]=[CH:20][C:19]([O:22][CH3:23])=[CH:18][CH:17]=1)[C:12]([OH:28])=[O:13])(=[O:7])=[O:6]. The yield is 0.870. (4) The reactants are [F:1][C:2]1[CH:7]=[CH:6][C:5]([F:8])=[CH:4][C:3]=1[C@H:9]1[CH2:13][CH2:12][CH2:11][N:10]1[C:14]1[CH:19]=[CH:18][N:17]2[N:20]=[CH:21][C:22]([C:23](O)=[O:24])=[C:16]2[N:15]=1.CN(C(ON1N=NC2C=CC=NC1=2)=[N+](C)C)C.F[P-](F)(F)(F)(F)F.[NH2:50][CH2:51][C@H:52]([OH:55])[CH2:53][OH:54].C(N(C(C)C)CC)(C)C. The catalyst is CN(C=O)C. The product is [F:1][C:2]1[CH:7]=[CH:6][C:5]([F:8])=[CH:4][C:3]=1[C@H:9]1[CH2:13][CH2:12][CH2:11][N:10]1[C:14]1[CH:19]=[CH:18][N:17]2[N:20]=[CH:21][C:22]([C:23]([NH:50][CH2:51][C@H:52]([OH:55])[CH2:53][OH:54])=[O:24])=[C:16]2[N:15]=1. The yield is 0.420. (5) The reactants are O1CCCC1.B.[Br:7][C:8]1[CH:9]=[CH:10][C:11]2[CH2:17][CH2:16][CH2:15][C:14](=O)[NH:13][C:12]=2[CH:19]=1.BrC1C=C2C(CCCC2=O)=CC=1.CO. The catalyst is O1CCCC1. The product is [Br:7][C:8]1[CH:9]=[CH:10][C:11]2[CH2:17][CH2:16][CH2:15][CH2:14][NH:13][C:12]=2[CH:19]=1. The yield is 0.920. (6) The reactants are [CH2:1]([O:7][C:8]([O:12][CH2:13][CH2:14][CH2:15][CH2:16][CH2:17][CH3:18])([CH3:11])[CH2:9][OH:10])[CH2:2][CH2:3][CH2:4][CH2:5][CH3:6].N1C=CC=CC=1.[S:25](Cl)([O:27][CH2:28][CH3:29])=[O:26]. The catalyst is C(Cl)Cl. The product is [S:25]([O:27][CH2:28][CH3:29])([O:10][CH2:9][C:8]([O:7][CH2:1][CH2:2][CH2:3][CH2:4][CH2:5][CH3:6])([O:12][CH2:13][CH2:14][CH2:15][CH2:16][CH2:17][CH3:18])[CH3:11])=[O:26]. The yield is 0.880. (7) The reactants are [C:1]1([C:7]2[CH:12]=[C:11]([C:13]3[NH:17][N:16]=[N:15][N:14]=3)[CH:10]=[CH:9][C:8]=2[NH:18][C:19]([C:21]2[NH:22][C:23]([C:26]#[N:27])=[CH:24][N:25]=2)=[O:20])[CH2:6][CH2:5][CH2:4][CH2:3][CH:2]=1.C([O-])([O-])=O.[K+].[K+].Cl.Cl[CH2:36][CH2:37][N:38]([CH3:40])[CH3:39].Cl[CH2:42][CH2:43][N:44]([CH3:46])[CH3:45].CCN(C(C)C)C(C)C. The catalyst is CN(C=O)C.CCOC(C)=O. The product is [C:1]1([C:7]2[CH:12]=[C:11]([C:13]3[N:17]([CH2:36][CH2:37][N:38]([CH3:40])[CH3:39])[N:16]=[N:15][N:14]=3)[CH:10]=[CH:9][C:8]=2[NH:18][C:19]([C:21]2[N:22]([CH2:42][CH2:43][N:44]([CH3:46])[CH3:45])[C:23]([C:26]#[N:27])=[CH:24][N:25]=2)=[O:20])[CH2:6][CH2:5][CH2:4][CH2:3][CH:2]=1. The yield is 0.210.